From a dataset of Peptide-MHC class I binding affinity with 185,985 pairs from IEDB/IMGT. Regression. Given a peptide amino acid sequence and an MHC pseudo amino acid sequence, predict their binding affinity value. This is MHC class I binding data. (1) The peptide sequence is LQIVRFTDY. The MHC is HLA-A26:01 with pseudo-sequence HLA-A26:01. The binding affinity (normalized) is 0.0847. (2) The peptide sequence is RLKFSLSYK. The MHC is HLA-C04:01 with pseudo-sequence HLA-C04:01. The binding affinity (normalized) is 0.213. (3) The peptide sequence is YPLTFGWCF. The MHC is HLA-A29:02 with pseudo-sequence HLA-A29:02. The binding affinity (normalized) is 0.211. (4) The peptide sequence is VPGLPGTVL. The MHC is HLA-B58:01 with pseudo-sequence HLA-B58:01. The binding affinity (normalized) is 0.0847.